Dataset: Ames mutagenicity test results for genotoxicity prediction. Task: Regression/Classification. Given a drug SMILES string, predict its toxicity properties. Task type varies by dataset: regression for continuous values (e.g., LD50, hERG inhibition percentage) or binary classification for toxic/non-toxic outcomes (e.g., AMES mutagenicity, cardiotoxicity, hepatotoxicity). Dataset: ames. (1) The drug is Cc1ccc2c(C)c3ccc4ccccc4c3nc2c1. The result is 1 (mutagenic). (2) The molecule is NC(=O)c1ncn([C@@H]2O[C@H](CO)[C@@H](O)[C@H]2O)n1. The result is 0 (non-mutagenic).